From a dataset of Full USPTO retrosynthesis dataset with 1.9M reactions from patents (1976-2016). Predict the reactants needed to synthesize the given product. (1) Given the product [Br:20][C:18]1[CH:17]=[CH:16][C:11]([C:12]([O:14][CH3:15])=[O:13])=[C:10](/[N:9]=[C:7]2\[C:3]([Cl:2])=[N:4][S:5][S:6]\2)[CH:19]=1, predict the reactants needed to synthesize it. The reactants are: [Cl-].[Cl:2][C:3]1[C:7](Cl)=[S+:6][S:5][N:4]=1.[NH2:9][C:10]1[CH:19]=[C:18]([Br:20])[CH:17]=[CH:16][C:11]=1[C:12]([O:14][CH3:15])=[O:13]. (2) Given the product [CH3:15][O:14][C:4]1[CH:3]=[C:2]2[C:7]([CH:17]=[C:16]([C:18]3[N:19]=[CH:20][S:21][CH:22]=3)[NH:1]2)=[CH:6][C:5]=1[C:9]1[O:13][CH:12]=[N:11][CH:10]=1, predict the reactants needed to synthesize it. The reactants are: [NH2:1][C:2]1[C:7](I)=[CH:6][C:5]([C:9]2[O:13][CH:12]=[N:11][CH:10]=2)=[C:4]([O:14][CH3:15])[CH:3]=1.[C:16]([C:18]1[N:19]=[CH:20][S:21][CH:22]=1)#[CH:17].